From a dataset of NCI-60 drug combinations with 297,098 pairs across 59 cell lines. Regression. Given two drug SMILES strings and cell line genomic features, predict the synergy score measuring deviation from expected non-interaction effect. (1) Drug 1: C1=C(C(=O)NC(=O)N1)N(CCCl)CCCl. Drug 2: C1=NC2=C(N=C(N=C2N1C3C(C(C(O3)CO)O)F)Cl)N. Cell line: HL-60(TB). Synergy scores: CSS=94.3, Synergy_ZIP=6.66, Synergy_Bliss=6.51, Synergy_Loewe=5.66, Synergy_HSA=7.63. (2) Drug 1: CC1=C(C=C(C=C1)NC2=NC=CC(=N2)N(C)C3=CC4=NN(C(=C4C=C3)C)C)S(=O)(=O)N.Cl. Drug 2: CC(C)(C#N)C1=CC(=CC(=C1)CN2C=NC=N2)C(C)(C)C#N. Cell line: SF-539. Synergy scores: CSS=11.3, Synergy_ZIP=-6.43, Synergy_Bliss=-3.99, Synergy_Loewe=-1.58, Synergy_HSA=-0.710. (3) Drug 1: C1CCC(CC1)NC(=O)N(CCCl)N=O. Drug 2: CN(CC1=CN=C2C(=N1)C(=NC(=N2)N)N)C3=CC=C(C=C3)C(=O)NC(CCC(=O)O)C(=O)O. Cell line: MCF7. Synergy scores: CSS=28.3, Synergy_ZIP=-3.25, Synergy_Bliss=-1.05, Synergy_Loewe=-5.33, Synergy_HSA=0.200. (4) Drug 1: C1C(C(OC1N2C=NC3=C2NC=NCC3O)CO)O. Drug 2: CC1CCCC2(C(O2)CC(NC(=O)CC(C(C(=O)C(C1O)C)(C)C)O)C(=CC3=CSC(=N3)C)C)C. Cell line: UACC-257. Synergy scores: CSS=22.3, Synergy_ZIP=0.247, Synergy_Bliss=0.366, Synergy_Loewe=-5.14, Synergy_HSA=1.31. (5) Drug 1: CS(=O)(=O)C1=CC(=C(C=C1)C(=O)NC2=CC(=C(C=C2)Cl)C3=CC=CC=N3)Cl. Drug 2: C1=CC(=C2C(=C1NCCNCCO)C(=O)C3=C(C=CC(=C3C2=O)O)O)NCCNCCO. Cell line: HOP-62. Synergy scores: CSS=69.2, Synergy_ZIP=12.7, Synergy_Bliss=7.35, Synergy_Loewe=-20.6, Synergy_HSA=7.50.